This data is from Full USPTO retrosynthesis dataset with 1.9M reactions from patents (1976-2016). The task is: Predict the reactants needed to synthesize the given product. (1) Given the product [C:10]1([N:16]([C:25]2[CH:30]=[CH:29][CH:28]=[CH:27][CH:26]=2)[C:17]2[CH:24]=[CH:23][C:20]([CH:21]=[CH2:4])=[CH:19][CH:18]=2)[CH:15]=[CH:14][CH:13]=[CH:12][CH:11]=1, predict the reactants needed to synthesize it. The reactants are: [Br-].C[PH3+].[CH3:4]C(C)([O-])C.[K+].[C:10]1([N:16]([C:25]2[CH:30]=[CH:29][CH:28]=[CH:27][CH:26]=2)[C:17]2[CH:24]=[CH:23][C:20]([CH:21]=O)=[CH:19][CH:18]=2)[CH:15]=[CH:14][CH:13]=[CH:12][CH:11]=1. (2) The reactants are: [CH3:1][S:2][C:3]1[CH:4]=[C:5]([CH:17]=[CH:18][CH:19]=1)[O:6][C:7]1[N:15]=[CH:14][C:13]([F:16])=[CH:12][C:8]=1[C:9]([OH:11])=O.C(N(CC)CC)C.[NH2:27][C@@H:28]1[CH2:33][CH2:32][CH2:31][C@@H:30]([OH:34])[CH2:29]1.Cl.CN(C)CCCN=C=NCC.ON1C2C=CC=CC=2N=N1. Given the product [F:16][C:13]1[CH:14]=[N:15][C:7]([O:6][C:5]2[CH:17]=[CH:18][CH:19]=[C:3]([S:2][CH3:1])[CH:4]=2)=[C:8]([CH:12]=1)[C:9]([NH:27][C@@H:28]1[CH2:33][CH2:32][CH2:31][C@@H:30]([OH:34])[CH2:29]1)=[O:11], predict the reactants needed to synthesize it. (3) Given the product [ClH:1].[ClH:34].[NH2:23][C:19]1[CH:18]=[C:17]([CH2:16][CH2:15][C:11]2[CH:10]=[C:9]([NH:8][C:6]3[C:5]([F:31])=[CH:4][N:3]=[C:2]([Cl:1])[N:7]=3)[CH:14]=[CH:13][CH:12]=2)[CH:22]=[N:21][CH:20]=1, predict the reactants needed to synthesize it. The reactants are: [Cl:1][C:2]1[N:7]=[C:6]([NH:8][C:9]2[CH:10]=[C:11]([CH2:15][CH2:16][C:17]3[CH:18]=[C:19]([NH:23]C(=O)OC(C)(C)C)[CH:20]=[N:21][CH:22]=3)[CH:12]=[CH:13][CH:14]=2)[C:5]([F:31])=[CH:4][N:3]=1.CO.[ClH:34]. (4) Given the product [CH3:23][C:24]1[N:25]=[C:26]([N:32]2[CH2:36][CH2:35][N:34]([CH2:37][C:38]3[CH:43]=[CH:42][C:41]([O:44][C:45]([F:46])([F:47])[F:48])=[CH:40][CH:39]=3)[C:33]2=[O:49])[S:27][C:28]=1[C:29]([NH:58][CH2:50][CH2:51][C:52]1[CH:57]=[CH:56][CH:55]=[CH:54][CH:53]=1)=[O:31], predict the reactants needed to synthesize it. The reactants are: C(N1CCN(C2SC(C(O)=O)=C(C)N=2)C1=O)C1C=CC=CC=1.[CH3:23][C:24]1[N:25]=[C:26]([N:32]2[CH2:36][CH2:35][N:34]([CH2:37][C:38]3[CH:43]=[CH:42][C:41]([O:44][C:45]([F:48])([F:47])[F:46])=[CH:40][CH:39]=3)[C:33]2=[O:49])[S:27][C:28]=1[C:29]([OH:31])=O.[CH2:50]([NH2:58])[CH2:51][C:52]1[CH:57]=[CH:56][CH:55]=[CH:54][CH:53]=1.